This data is from NCI-60 drug combinations with 297,098 pairs across 59 cell lines. The task is: Regression. Given two drug SMILES strings and cell line genomic features, predict the synergy score measuring deviation from expected non-interaction effect. (1) Drug 1: CNC(=O)C1=CC=CC=C1SC2=CC3=C(C=C2)C(=NN3)C=CC4=CC=CC=N4. Drug 2: CC=C1C(=O)NC(C(=O)OC2CC(=O)NC(C(=O)NC(CSSCCC=C2)C(=O)N1)C(C)C)C(C)C. Cell line: SK-MEL-2. Synergy scores: CSS=61.8, Synergy_ZIP=-4.17, Synergy_Bliss=-9.12, Synergy_Loewe=-69.0, Synergy_HSA=-9.84. (2) Drug 1: C1=CC(=CC=C1CCC2=CNC3=C2C(=O)NC(=N3)N)C(=O)NC(CCC(=O)O)C(=O)O. Drug 2: CC1=CC=C(C=C1)C2=CC(=NN2C3=CC=C(C=C3)S(=O)(=O)N)C(F)(F)F. Cell line: OVCAR-8. Synergy scores: CSS=40.2, Synergy_ZIP=14.2, Synergy_Bliss=12.4, Synergy_Loewe=9.88, Synergy_HSA=13.7. (3) Drug 1: CC1C(C(CC(O1)OC2CC(OC(C2O)C)OC3=CC4=CC5=C(C(=O)C(C(C5)C(C(=O)C(C(C)O)O)OC)OC6CC(C(C(O6)C)O)OC7CC(C(C(O7)C)O)OC8CC(C(C(O8)C)O)(C)O)C(=C4C(=C3C)O)O)O)O. Drug 2: C1=NNC2=C1C(=O)NC=N2. Cell line: K-562. Synergy scores: CSS=25.4, Synergy_ZIP=-0.200, Synergy_Bliss=-3.33, Synergy_Loewe=-52.4, Synergy_HSA=-3.58. (4) Drug 1: C1=NC2=C(N=C(N=C2N1C3C(C(C(O3)CO)O)O)F)N. Drug 2: CC1=C2C(C(=O)C3(C(CC4C(C3C(C(C2(C)C)(CC1OC(=O)C(C(C5=CC=CC=C5)NC(=O)C6=CC=CC=C6)O)O)OC(=O)C7=CC=CC=C7)(CO4)OC(=O)C)O)C)OC(=O)C. Cell line: SK-MEL-28. Synergy scores: CSS=22.5, Synergy_ZIP=-5.10, Synergy_Bliss=2.08, Synergy_Loewe=-8.71, Synergy_HSA=-0.431. (5) Drug 1: CC(C1=C(C=CC(=C1Cl)F)Cl)OC2=C(N=CC(=C2)C3=CN(N=C3)C4CCNCC4)N. Drug 2: C1=CC(=CC=C1CCCC(=O)O)N(CCCl)CCCl. Cell line: HOP-92. Synergy scores: CSS=32.3, Synergy_ZIP=-12.0, Synergy_Bliss=-4.11, Synergy_Loewe=-1.17, Synergy_HSA=-0.973. (6) Drug 1: CC1=C(C=C(C=C1)NC(=O)C2=CC=C(C=C2)CN3CCN(CC3)C)NC4=NC=CC(=N4)C5=CN=CC=C5. Drug 2: CC12CCC3C(C1CCC2OP(=O)(O)O)CCC4=C3C=CC(=C4)OC(=O)N(CCCl)CCCl.[Na+]. Cell line: NCI-H322M. Synergy scores: CSS=6.29, Synergy_ZIP=-2.14, Synergy_Bliss=-1.51, Synergy_Loewe=-0.377, Synergy_HSA=0.241. (7) Drug 1: CN(C)C1=NC(=NC(=N1)N(C)C)N(C)C. Drug 2: CC=C1C(=O)NC(C(=O)OC2CC(=O)NC(C(=O)NC(CSSCCC=C2)C(=O)N1)C(C)C)C(C)C. Cell line: MCF7. Synergy scores: CSS=14.8, Synergy_ZIP=3.18, Synergy_Bliss=1.62, Synergy_Loewe=-42.6, Synergy_HSA=-0.913. (8) Drug 1: C1CCC(CC1)NC(=O)N(CCCl)N=O. Drug 2: C1=CN(C(=O)N=C1N)C2C(C(C(O2)CO)O)O.Cl. Cell line: OVCAR-4. Synergy scores: CSS=2.06, Synergy_ZIP=-2.17, Synergy_Bliss=-0.934, Synergy_Loewe=-1.90, Synergy_HSA=-0.925. (9) Drug 1: C1=NC2=C(N=C(N=C2N1C3C(C(C(O3)CO)O)F)Cl)N. Drug 2: CC1=C2C(C(=O)C3(C(CC4C(C3C(C(C2(C)C)(CC1OC(=O)C(C(C5=CC=CC=C5)NC(=O)C6=CC=CC=C6)O)O)OC(=O)C7=CC=CC=C7)(CO4)OC(=O)C)O)C)OC(=O)C. Cell line: K-562. Synergy scores: CSS=51.8, Synergy_ZIP=-2.08, Synergy_Bliss=-1.67, Synergy_Loewe=-4.42, Synergy_HSA=0.422. (10) Drug 1: COCCOC1=C(C=C2C(=C1)C(=NC=N2)NC3=CC=CC(=C3)C#C)OCCOC.Cl. Drug 2: CC1C(C(CC(O1)OC2CC(CC3=C2C(=C4C(=C3O)C(=O)C5=CC=CC=C5C4=O)O)(C(=O)C)O)N)O. Cell line: T-47D. Synergy scores: CSS=51.2, Synergy_ZIP=-2.35, Synergy_Bliss=2.07, Synergy_Loewe=5.28, Synergy_HSA=6.47.